This data is from NCI-60 drug combinations with 297,098 pairs across 59 cell lines. The task is: Regression. Given two drug SMILES strings and cell line genomic features, predict the synergy score measuring deviation from expected non-interaction effect. (1) Drug 2: CS(=O)(=O)OCCCCOS(=O)(=O)C. Synergy scores: CSS=5.73, Synergy_ZIP=-2.70, Synergy_Bliss=-2.78, Synergy_Loewe=-2.08, Synergy_HSA=-2.10. Cell line: RXF 393. Drug 1: CNC(=O)C1=CC=CC=C1SC2=CC3=C(C=C2)C(=NN3)C=CC4=CC=CC=N4. (2) Drug 1: C1=NC(=NC(=O)N1C2C(C(C(O2)CO)O)O)N. Drug 2: CCN(CC)CCCC(C)NC1=C2C=C(C=CC2=NC3=C1C=CC(=C3)Cl)OC. Cell line: TK-10. Synergy scores: CSS=19.1, Synergy_ZIP=-7.46, Synergy_Bliss=-0.518, Synergy_Loewe=-10.5, Synergy_HSA=-0.246. (3) Synergy scores: CSS=12.8, Synergy_ZIP=2.83, Synergy_Bliss=7.08, Synergy_Loewe=2.71, Synergy_HSA=5.94. Cell line: OVCAR3. Drug 2: CS(=O)(=O)CCNCC1=CC=C(O1)C2=CC3=C(C=C2)N=CN=C3NC4=CC(=C(C=C4)OCC5=CC(=CC=C5)F)Cl. Drug 1: C1CC(=O)NC(=O)C1N2CC3=C(C2=O)C=CC=C3N. (4) Drug 1: C1=CC(=CC=C1CCC2=CNC3=C2C(=O)NC(=N3)N)C(=O)NC(CCC(=O)O)C(=O)O. Drug 2: CC1=CC2C(CCC3(C2CCC3(C(=O)C)OC(=O)C)C)C4(C1=CC(=O)CC4)C. Cell line: KM12. Synergy scores: CSS=3.47, Synergy_ZIP=-2.36, Synergy_Bliss=-5.37, Synergy_Loewe=-12.2, Synergy_HSA=-6.23. (5) Drug 1: C1=CC(=CC=C1C#N)C(C2=CC=C(C=C2)C#N)N3C=NC=N3. Drug 2: C(CC(=O)O)C(=O)CN.Cl. Cell line: RPMI-8226. Synergy scores: CSS=17.2, Synergy_ZIP=-4.52, Synergy_Bliss=-1.99, Synergy_Loewe=0.278, Synergy_HSA=-1.97. (6) Drug 1: CC(CN1CC(=O)NC(=O)C1)N2CC(=O)NC(=O)C2. Drug 2: COCCOC1=C(C=C2C(=C1)C(=NC=N2)NC3=CC=CC(=C3)C#C)OCCOC.Cl. Cell line: HCC-2998. Synergy scores: CSS=7.24, Synergy_ZIP=-0.522, Synergy_Bliss=1.41, Synergy_Loewe=-2.18, Synergy_HSA=-1.98.